Dataset: Full USPTO retrosynthesis dataset with 1.9M reactions from patents (1976-2016). Task: Predict the reactants needed to synthesize the given product. (1) Given the product [OH:21][CH2:20][C@:19]([NH:18][C:15]([C:7]1[CH:6]=[N:5][C:4]([CH:1]2[CH2:2][CH2:3]2)=[C:9]([O:10][CH2:11][CH:12]2[CH2:13][CH2:14]2)[N:8]=1)=[O:17])([CH3:25])[CH:22]([CH3:24])[CH3:23], predict the reactants needed to synthesize it. The reactants are: [CH:1]1([C:4]2[N:5]=[CH:6][C:7]([C:15]([OH:17])=O)=[N:8][C:9]=2[O:10][CH2:11][CH:12]2[CH2:14][CH2:13]2)[CH2:3][CH2:2]1.[NH2:18][C@@:19]([CH3:25])([CH:22]([CH3:24])[CH3:23])[CH2:20][OH:21]. (2) Given the product [O:11]=[CH:12][CH2:13][CH2:14][NH:15][C:16](=[O:32])[O:17][CH2:18][CH:19]1[C:20]2[CH:21]=[CH:22][CH:23]=[CH:24][C:25]=2[C:26]2[C:31]1=[CH:30][CH:29]=[CH:28][CH:27]=2, predict the reactants needed to synthesize it. The reactants are: CS(C)=O.C(Cl)(=O)C(Cl)=O.[OH:11][CH2:12][CH2:13][CH2:14][NH:15][C:16](=[O:32])[O:17][CH2:18][CH:19]1[C:31]2[CH:30]=[CH:29][CH:28]=[CH:27][C:26]=2[C:25]2[C:20]1=[CH:21][CH:22]=[CH:23][CH:24]=2.CCN(C(C)C)C(C)C.